From a dataset of Full USPTO retrosynthesis dataset with 1.9M reactions from patents (1976-2016). Predict the reactants needed to synthesize the given product. (1) The reactants are: [CH3:1][O:2][C:3]1[CH:8]=[CH:7][C:6]([OH:9])=[CH:5][CH:4]=1.Cl[CH2:11][C:12]#[N:13].C([O-])([O-])=O.[K+].[K+]. Given the product [CH3:1][O:2][C:3]1[CH:8]=[CH:7][C:6]([O:9][CH2:11][C:12]#[N:13])=[CH:5][CH:4]=1, predict the reactants needed to synthesize it. (2) Given the product [N+:1]([C:4]1[CH:9]=[CH:8][C:7]([C:10](=[C:14]([C:13]#[N:17])[C:15]#[N:16])[CH3:11])=[CH:6][CH:5]=1)([O-:3])=[O:2], predict the reactants needed to synthesize it. The reactants are: [N+:1]([C:4]1[CH:9]=[CH:8][C:7]([C:10](=O)[CH3:11])=[CH:6][CH:5]=1)([O-:3])=[O:2].[C:13](#[N:17])[CH2:14][C:15]#[N:16].